This data is from Full USPTO retrosynthesis dataset with 1.9M reactions from patents (1976-2016). The task is: Predict the reactants needed to synthesize the given product. (1) Given the product [CH3:18][C:13]1[CH:14]=[CH:15][CH:16]=[C:17]2[C:12]=1[NH:11][C:9](=[O:10])[C:8]2=[O:2], predict the reactants needed to synthesize it. The reactants are: S(=O)(=O)(O)[OH:2].ON=[CH:8][C:9]([NH:11][C:12]1[CH:17]=[CH:16][CH:15]=[CH:14][C:13]=1[CH3:18])=[O:10]. (2) The reactants are: [F:1][C:2]1[CH:7]=[CH:6][CH:5]=[CH:4][C:3]=1[C:8](=O)[CH2:9][CH2:10][CH2:11][CH2:12][N:13]1[CH2:18][CH2:17][CH:16]([C:19]2[CH:20]=[C:21]([NH:25][C:26](=[O:30])[CH:27]([CH3:29])[CH3:28])[CH:22]=[CH:23][CH:24]=2)[CH2:15][CH2:14]1.[C:32]1([NH:38]N)[CH:37]=[CH:36][CH:35]=[CH:34][CH:33]=1. Given the product [F:1][C:2]1[CH:7]=[CH:6][CH:5]=[CH:4][C:3]=1[C:8]1[NH:38][C:32]2[C:37]([C:9]=1[CH2:10][CH2:11][CH2:12][N:13]1[CH2:18][CH2:17][CH:16]([C:19]3[CH:20]=[C:21]([NH:25][C:26](=[O:30])[CH:27]([CH3:29])[CH3:28])[CH:22]=[CH:23][CH:24]=3)[CH2:15][CH2:14]1)=[CH:36][CH:35]=[CH:34][CH:33]=2, predict the reactants needed to synthesize it. (3) Given the product [CH3:25][C@H:6]1[CH2:7][N:8]([C:10]2[N:15]=[C:14]([C@H:16]3[CH2:20][CH2:19][CH2:18][O:17]3)[C:13]([C:21]([OH:23])=[O:22])=[CH:12][N:11]=2)[CH2:9][C@@H:4]([CH3:3])[O:5]1, predict the reactants needed to synthesize it. The reactants are: [OH-].[Na+].[CH3:3][C@H:4]1[CH2:9][N:8]([C:10]2[N:15]=[C:14]([C@H:16]3[CH2:20][CH2:19][CH2:18][O:17]3)[C:13]([C:21]([O:23]C)=[O:22])=[CH:12][N:11]=2)[CH2:7][C@@H:6]([CH3:25])[O:5]1. (4) Given the product [CH2:15]([OH:16])[C@H:13]1[O:14][C@H:9]([O:8][C@H:6]2[O:7][C@H:2]([CH2:1][OH:23])[C@@H:3]([OH:22])[C@H:4]([OH:21])[C@H:5]2[OH:20])[C@H:10]([OH:19])[C@@H:11]([OH:18])[C@@H:12]1[OH:17].[NH2:26][CH2:27][C:28]([OH:30])=[O:29], predict the reactants needed to synthesize it. The reactants are: [CH2:1]([OH:23])[C@H:2]1[O:7][C@H:6]([O:8][C@H:9]2[O:14][C@H:13]([CH2:15][OH:16])[C@@H:12]([OH:17])[C@H:11]([OH:18])[C@H:10]2[OH:19])[C@H:5]([OH:20])[C@@H:4]([OH:21])[C@@H:3]1[OH:22].O.O.[NH2:26][CH2:27][C:28]([OH:30])=[O:29]. (5) Given the product [NH2:30][C:18]1[CH:19]=[C:20]([CH2:23][N:24]2[CH2:25][CH2:26][CH2:27][CH2:28][CH2:29]2)[CH:21]=[CH:22][C:17]=1[C:16]([NH:15][C:9]1[C:8]2[C:12](=[CH:13][CH:14]=[C:6]([CH2:5][C:4]3[CH:34]=[C:35]([F:37])[CH:36]=[C:2]([F:1])[CH:3]=3)[CH:7]=2)[NH:11][N:10]=1)=[O:33], predict the reactants needed to synthesize it. The reactants are: [F:1][C:2]1[CH:3]=[C:4]([CH:34]=[C:35]([F:37])[CH:36]=1)[CH2:5][C:6]1[CH:7]=[C:8]2[C:12](=[CH:13][CH:14]=1)[NH:11][N:10]=[C:9]2[NH:15][C:16](=[O:33])[C:17]1[CH:22]=[CH:21][C:20]([CH2:23][N:24]2[CH2:29][CH2:28][CH2:27][CH2:26][CH2:25]2)=[CH:19][C:18]=1[N+:30]([O-])=O.[O-]S(S([O-])=O)=O.[Na+].[Na+].